This data is from Reaction yield outcomes from USPTO patents with 853,638 reactions. The task is: Predict the reaction yield, written as a fraction of the theoretical maximum amount of product (1.0 means a 100% yield; for example, 0.34 means a 34% yield). (1) The reactants are [Cl:1][C:2]1[C:7]([O:8]C)=[CH:6][C:5]([NH:10][C:11]2[C:20]3[C:15](=[CH:16][C:17]([O:23][CH2:24][CH2:25][O:26][CH3:27])=[C:18]([O:21][CH3:22])[CH:19]=3)[N:14]=[CH:13][CH:12]=2)=[C:4]([O:28]C)[CH:3]=1.O. The catalyst is C(#N)C. The product is [Cl:1][C:2]1[C:7]([CH:6]=[C:5]([NH:10][C:11]2[C:20]3[C:15](=[CH:16][C:17]([O:23][CH2:24][CH2:25][O:26][CH3:27])=[C:18]([O:21][CH3:22])[CH:19]=3)[N:14]=[CH:13][CH:12]=2)[C:4](=[O:28])[CH:3]=1)=[O:8]. The yield is 0.610. (2) The reactants are [Cl:1][C:2]1[CH:7]=[C:6]([F:8])[CH:5]=[CH:4][C:3]=1[N:9]1[C:14]([CH3:15])=[CH:13][CH:12]=[C:11]([C:16]#N)[C:10]1=[O:18].ClC1C=C(F)C=CC=1N1C=CC(C)=C(C#N)C1=[O:36].S(=O)(=O)(O)O.[OH-:42].[Na+]. The catalyst is O. The product is [Cl:1][C:2]1[CH:7]=[C:6]([F:8])[CH:5]=[CH:4][C:3]=1[N:9]1[C:14]([CH3:15])=[CH:13][CH:12]=[C:11]([C:16]([OH:36])=[O:42])[C:10]1=[O:18]. The yield is 0.550. (3) The catalyst is C1COCC1.CCOC(C)=O. The reactants are [NH:1]1[CH2:11][CH2:10][CH:4]([C:5]([O:7][CH2:8][CH3:9])=[O:6])[CH2:3][CH2:2]1.[C:12](O[C:12]([O:14][C:15]([CH3:18])([CH3:17])[CH3:16])=[O:13])([O:14][C:15]([CH3:18])([CH3:17])[CH3:16])=[O:13]. The product is [CH2:8]([O:7][C:5]([CH:4]1[CH2:3][CH2:2][N:1]([C:12]([O:14][C:15]([CH3:18])([CH3:17])[CH3:16])=[O:13])[CH2:11][CH2:10]1)=[O:6])[CH3:9]. The yield is 0.970. (4) The reactants are [CH2:1]([O:8][C:9]([CH:11]1[CH2:16][CH2:15][N:14](NC(OC(C)(C)C)=O)[CH2:13][CH2:12]1)=[O:10])[C:2]1[CH:7]=[CH:6][CH:5]=[CH:4][CH:3]=1.[ClH:25]. The catalyst is O1CCOCC1. The product is [ClH:25].[CH2:1]([O:8][C:9]([CH:11]1[CH2:16][CH2:15][NH:14][CH2:13][CH2:12]1)=[O:10])[C:2]1[CH:3]=[CH:4][CH:5]=[CH:6][CH:7]=1. The yield is 0.540. (5) The reactants are [Cl:1][C:2]1[CH:7]=[CH:6][C:5]([NH:8][S:9]([C:12]([F:15])([F:14])[F:13])(=[O:11])=[O:10])=[C:4]([O:16][C:17]2[CH:22]=[CH:21][C:20]([Cl:23])=[CH:19][C:18]=2[Cl:24])[CH:3]=1.Cl[CH2:26][O:27][C:28](=[O:33])[C:29]([CH3:32])([CH3:31])[CH3:30].C(=O)([O-])[O-].[K+].[K+].[I-].[Na+]. The catalyst is CC(C)=O. The product is [Cl:1][C:2]1[CH:7]=[CH:6][C:5]([N:8]([CH2:26][O:27][C:28](=[O:33])[C:29]([CH3:32])([CH3:31])[CH3:30])[S:9]([C:12]([F:15])([F:13])[F:14])(=[O:10])=[O:11])=[C:4]([O:16][C:17]2[CH:22]=[CH:21][C:20]([Cl:23])=[CH:19][C:18]=2[Cl:24])[CH:3]=1. The yield is 0.760.